This data is from Forward reaction prediction with 1.9M reactions from USPTO patents (1976-2016). The task is: Predict the product of the given reaction. (1) The product is: [Cl:5][C:6]1[CH:11]=[C:10]([O:12][CH3:13])[CH:9]=[CH:8][C:7]=1[CH:14]([Cl:3])[CH3:15]. Given the reactants S(Cl)([Cl:3])=O.[Cl:5][C:6]1[CH:11]=[C:10]([O:12][CH3:13])[CH:9]=[CH:8][C:7]=1[CH:14](O)[CH3:15], predict the reaction product. (2) The product is: [Cl:1][C:2]1[C:3]2[S:10][C:9]([C:11]3[N:12]=[N:13][N:14]([CH3:16])[CH:15]=3)=[CH:8][C:4]=2[N:5]=[CH:6][N:7]=1. Given the reactants [Cl:1][C:2]1[C:3]2[S:10][C:9]([C:11]3[N:12]=[N:13][N:14]([CH2:16][Si](C)(C)C)[CH:15]=3)=[CH:8][C:4]=2[N:5]=[CH:6][N:7]=1.CCCC[N+](CCCC)(CCCC)CCCC.[F-], predict the reaction product. (3) The product is: [CH3:29][C:30]1[S:34][C:33]([C:4]([C:6]2[N:7]=[CH:8][N:9]([C:11]3[CH:12]=[C:13]([C:17]4[CH:22]=[CH:21][CH:20]=[CH:19][C:18]=4[O:23][C:24]([F:26])([F:27])[F:25])[CH:14]=[CH:15][CH:16]=3)[CH:10]=2)=[O:5])=[N:32][CH:31]=1. Given the reactants CON(C)[C:4]([C:6]1[N:7]=[CH:8][N:9]([C:11]2[CH:12]=[C:13]([C:17]3[CH:22]=[CH:21][CH:20]=[CH:19][C:18]=3[O:23][C:24]([F:27])([F:26])[F:25])[CH:14]=[CH:15][CH:16]=2)[CH:10]=1)=[O:5].[CH3:29][C:30]1[S:34][CH:33]=[N:32][CH:31]=1, predict the reaction product. (4) Given the reactants [N+:1]([CH2:4][CH2:5][CH3:6])([O-:3])=[O:2].C(O[CH:10]([OH:15])[C:11]([F:14])([F:13])[F:12])C.C([O-])([O-])=O.[K+].[K+].Cl, predict the reaction product. The product is: [F:14][C:11]([F:12])([F:13])[CH:10]([OH:15])[CH:4]([N+:1]([O-:3])=[O:2])[CH2:5][CH3:6]. (5) Given the reactants [NH2:1][C:2]1[CH:7]=[C:6]([Cl:8])[N:5]=[CH:4][C:3]=1[CH2:9][OH:10], predict the reaction product. The product is: [NH2:1][C:2]1[C:3]([CH:9]=[O:10])=[CH:4][N:5]=[C:6]([Cl:8])[CH:7]=1. (6) Given the reactants [NH2:1][C:2]1([C:30]#[N:31])[CH2:7][CH2:6][N:5]([S:8](/[CH:11]=[CH:12]/[C:13]2[C:18]([CH3:19])=[CH:17][C:16]([N:20]3[C:24]([CH3:26])([CH3:25])[C:23](=[O:27])[NH:22][C:21]3=[O:28])=[CH:15][C:14]=2[CH3:29])(=[O:10])=[O:9])[CH2:4][CH2:3]1.[OH-:32].[Na+].OO.[Cl-].[NH4+], predict the reaction product. The product is: [NH2:1][C:2]1([C:30]([NH2:31])=[O:32])[CH2:7][CH2:6][N:5]([S:8](/[CH:11]=[CH:12]/[C:13]2[C:14]([CH3:29])=[CH:15][C:16]([N:20]3[C:24]([CH3:26])([CH3:25])[C:23](=[O:27])[NH:22][C:21]3=[O:28])=[CH:17][C:18]=2[CH3:19])(=[O:9])=[O:10])[CH2:4][CH2:3]1. (7) Given the reactants [NH2:1][C:2]1[CH:3]=[C:4]([CH:9]=[CH:10][C:11]=1[CH2:12][CH3:13])[C:5]([O:7][CH3:8])=[O:6].[CH3:14][CH2:15][N:16](C(C)C)C(C)C.BrCC#N, predict the reaction product. The product is: [C:15]([CH2:14][NH:1][C:2]1[CH:3]=[C:4]([CH:9]=[CH:10][C:11]=1[CH2:12][CH3:13])[C:5]([O:7][CH3:8])=[O:6])#[N:16]. (8) Given the reactants [Cl:1][C:2]1[CH:7]=[C:6]([Cl:8])[C:5]([O:9][CH3:10])=[CH:4][C:3]=1[NH:11][C:12]1[C:17]([C:18]#[N:19])=[CH:16][N:15]=[C:14]2[CH:20]=[C:21](I)[S:22][C:13]=12.[O:24]1[C:28]2[CH:29]=[CH:30][CH:31]=[CH:32][C:27]=2[CH:26]=[C:25]1B(O)O, predict the reaction product. The product is: [O:24]1[C:28]2[CH:29]=[CH:30][CH:31]=[CH:32][C:27]=2[CH:26]=[C:25]1[C:21]1[S:22][C:13]2[C:14](=[N:15][CH:16]=[C:17]([C:18]#[N:19])[C:12]=2[NH:11][C:3]2[CH:4]=[C:5]([O:9][CH3:10])[C:6]([Cl:8])=[CH:7][C:2]=2[Cl:1])[CH:20]=1. (9) Given the reactants Br[C:2]1[CH:11]=[CH:10][C:9]2[C:4](=[CH:5][CH:6]=[CH:7][CH:8]=2)[N:3]=1.[C:12]([C:14]1[CH:19]=[CH:18][C:17]([C:20]2[C:24]([C:25]3[CH:30]=[CH:29][N:28]=[CH:27][CH:26]=3)=[CH:23][N:22]([CH3:31])[N:21]=2)=[CH:16][N:15]=1)#[CH:13], predict the reaction product. The product is: [CH3:31][N:22]1[CH:23]=[C:24]([C:25]2[CH:26]=[CH:27][N:28]=[CH:29][CH:30]=2)[C:20]([C:17]2[CH:18]=[CH:19][C:14]([C:12]#[C:13][C:2]3[CH:11]=[CH:10][C:9]4[C:4](=[CH:5][CH:6]=[CH:7][CH:8]=4)[N:3]=3)=[N:15][CH:16]=2)=[N:21]1. (10) The product is: [C:1]([O:5][C:6](=[O:14])[NH:7][CH:8]1[CH2:13][CH2:12][N:11]([CH:22]2[CH2:21][C:20]3[C:19]4[C:28](=[CH:29][CH:30]=[C:17]([O:16][CH3:15])[CH:18]=4)[N:27]=[CH:26][C:25]=3[O:24][CH2:23]2)[CH2:10][CH2:9]1)([CH3:4])([CH3:2])[CH3:3]. Given the reactants [C:1]([O:5][C:6](=[O:14])[NH:7][CH:8]1[CH2:13][CH2:12][NH:11][CH2:10][CH2:9]1)([CH3:4])([CH3:3])[CH3:2].[CH3:15][O:16][C:17]1[CH:18]=[C:19]2[C:28](=[CH:29][CH:30]=1)[N:27]=[CH:26][C:25]1[O:24][CH2:23][C:22](=O)[CH2:21][C:20]2=1.C(O)(=O)C.C([BH3-])#N.[Na+], predict the reaction product.